From a dataset of Catalyst prediction with 721,799 reactions and 888 catalyst types from USPTO. Predict which catalyst facilitates the given reaction. (1) Reactant: [Cl:1][C:2]1[CH:12]=[C:11]([F:13])[CH:10]=[CH:9][C:3]=1[C:4]([N:6]=[C:7]=[O:8])=[O:5].[Cl:14][C:15]1[CH:20]=[C:19]([C:21]2[NH:25][N:24]=[N:23][N:22]=2)[CH:18]=[CH:17][C:16]=1[NH2:26]. Product: [Cl:1][C:2]1[CH:12]=[C:11]([F:13])[CH:10]=[CH:9][C:3]=1[C:4]([NH:6][C:7]([NH:26][C:16]1[CH:17]=[CH:18][C:19]([C:21]2[NH:25][N:24]=[N:23][N:22]=2)=[CH:20][C:15]=1[Cl:14])=[O:8])=[O:5]. The catalyst class is: 10. (2) Reactant: [CH2:1]([NH2:8])[C:2]1[CH:7]=[CH:6][CH:5]=[CH:4][CH:3]=1.[C:9]1([CH:15]([C:18]2[CH:23]=[CH:22][CH:21]=[CH:20][CH:19]=2)[CH:16]=O)[CH:14]=[CH:13][CH:12]=[CH:11][CH:10]=1.[BH3-]C#N.[Na+]. Product: [CH2:1]([NH:8][CH2:16][CH:15]([C:9]1[CH:14]=[CH:13][CH:12]=[CH:11][CH:10]=1)[C:18]1[CH:23]=[CH:22][CH:21]=[CH:20][CH:19]=1)[C:2]1[CH:7]=[CH:6][CH:5]=[CH:4][CH:3]=1. The catalyst class is: 5.